This data is from Catalyst prediction with 721,799 reactions and 888 catalyst types from USPTO. The task is: Predict which catalyst facilitates the given reaction. (1) Reactant: [Cl-].[Cl-].[Cl-].[Al+3].[N-:5]=[N+:6]=[N-:7].[Na+].[CH2:9]([O:11][C:12]1[CH:17]=[CH:16][CH:15]=[C:14]([N:18]=[C:19]=[O:20])[C:13]=1[CH3:21])[CH3:10].N([O-])=O.[Na+].Cl. Product: [CH2:9]([O:11][C:12]1[C:13]([CH3:21])=[C:14]([N:18]2[C:19](=[O:20])[NH:7][N:6]=[N:5]2)[CH:15]=[CH:16][CH:17]=1)[CH3:10]. The catalyst class is: 145. (2) Product: [F:32][C:9]([F:8])([F:31])[C:10]([C:12]1[CH:13]=[CH:14][C:15]([N:18]2[CH2:19][CH2:20][NH:21][CH2:22][CH2:23]2)=[CH:16][CH:17]=1)=[O:11]. The catalyst class is: 2. Reactant: C(O)(C(F)(F)F)=O.[F:8][C:9]([F:32])([F:31])[C:10]([C:12]1[CH:17]=[CH:16][C:15]([N:18]2[CH2:23][CH2:22][N:21](C(OC(C)(C)C)=O)[CH2:20][CH2:19]2)=[CH:14][CH:13]=1)=[O:11]. (3) Reactant: Br[C:2]1[CH:15]=[C:14]2[CH2:16][C:11]3[C:12]4[C:13]2=[C:4]([CH2:5][CH2:6][C:7]=4[CH:8]=[C:9](Br)[CH:10]=3)[CH:3]=1.C1(NC2C=CC=CC=2)C=CC=CC=1.CC(C)([O-])C.[Na+].C(P(C(C)(C)C)C(C)(C)C)(C)(C)C. Product: [CH:3]1[C:4]2[CH2:5][CH2:6][C:7]3[CH:8]=[CH:9][CH:10]=[C:11]4[CH2:16][C:14]([C:13]=2[C:12]=34)=[CH:15][CH:2]=1. The catalyst class is: 101.